Dataset: CYP2C9 inhibition data for predicting drug metabolism from PubChem BioAssay. Task: Regression/Classification. Given a drug SMILES string, predict its absorption, distribution, metabolism, or excretion properties. Task type varies by dataset: regression for continuous measurements (e.g., permeability, clearance, half-life) or binary classification for categorical outcomes (e.g., BBB penetration, CYP inhibition). Dataset: cyp2c9_veith. (1) The molecule is CN(C)CCCc1c2ccccc2nc2ccc(Cl)cc12.O=P(O)(O)O. The result is 0 (non-inhibitor). (2) The compound is O=C(/C=C\C=C/c1ccc2c(c1)OCO2)N1CCCCC1. The result is 0 (non-inhibitor). (3) The compound is Cc1cnc(CNc2nc(-c3cccc(NS(C)(=O)=O)c3)nc3ccccc23)cn1. The result is 0 (non-inhibitor). (4) The compound is COc1ccc(/C=C/C(=O)NCc2c(C)nn(C)c2C)cc1COc1ccc(Br)cc1. The result is 1 (inhibitor). (5) The drug is COc1ccc(C2c3c(ncn(CCN4CCOCC4)c3=N)Oc3ccc4ccccc4c32)cc1OC. The result is 1 (inhibitor). (6) The molecule is CCc1ccc(OP(C)(=O)O)cc1.N. The result is 0 (non-inhibitor). (7) The molecule is COc1ccccc1CNc1nc(-c2ccccc2CN(C)C)nc2ccccc12. The result is 0 (non-inhibitor).